From a dataset of Catalyst prediction with 721,799 reactions and 888 catalyst types from USPTO. Predict which catalyst facilitates the given reaction. (1) Reactant: C[O:2][C:3](=[O:37])[CH2:4][CH2:5][C:6](=[O:36])[CH2:7][O:8][C:9]1[CH:14]=[CH:13][C:12]([C:15]([CH2:33][CH3:34])([C:18]2[CH:23]=[CH:22][C:21]([CH:24]=[CH:25][C:26]([CH2:30][CH3:31])([OH:29])[CH2:27][CH3:28])=[C:20]([CH3:32])[CH:19]=2)[CH2:16][CH3:17])=[CH:11][C:10]=1[CH3:35].C1COCC1.[OH-].[K+]. Product: [CH2:16]([C:15]([C:12]1[CH:13]=[CH:14][C:9]([O:8][CH2:7][C:6](=[O:36])[CH2:5][CH2:4][C:3]([OH:37])=[O:2])=[C:10]([CH3:35])[CH:11]=1)([C:18]1[CH:23]=[CH:22][C:21](/[CH:24]=[CH:25]/[C:26]([CH2:27][CH3:28])([OH:29])[CH2:30][CH3:31])=[C:20]([CH3:32])[CH:19]=1)[CH2:33][CH3:34])[CH3:17]. The catalyst class is: 5. (2) Reactant: [CH3:1][C:2]([O:5][C:6]([NH:8][C@@H:9]1[C@@H:13]([OH:14])[CH2:12][CH2:11][CH2:10]1)=[O:7])([CH3:4])[CH3:3].[Li+].C[Si]([N-][Si](C)(C)C)(C)C.F[C:26]1[CH:31]=[C:30]([F:32])[CH:29]=[CH:28][C:27]=1[N+:33]([O-:35])=[O:34]. Product: [C:2]([O:5][C:6](=[O:7])[NH:8][C@H:9]1[CH2:10][CH2:11][CH2:12][C@@H:13]1[O:14][C:26]1[CH:31]=[C:30]([F:32])[CH:29]=[CH:28][C:27]=1[N+:33]([O-:35])=[O:34])([CH3:1])([CH3:3])[CH3:4]. The catalyst class is: 20. (3) Reactant: [F:1][C:2]1[CH:3]=[C:4]([N:8]2[C@@:12]3([CH2:17][CH2:16][N:15]([C:18]([O:20][CH2:21][C:22]4[CH:27]=[CH:26][CH:25]=[CH:24][CH:23]=4)=[O:19])[C@@H:14]([CH3:28])[CH2:13]3)[C:11](=[O:29])[CH2:10][S:9]2(=[O:31])=[O:30])[CH:5]=[CH:6][CH:7]=1.S(OC)(O[CH3:36])(=O)=O.C(=O)([O-])[O-].[K+].[K+]. Product: [F:1][C:2]1[CH:3]=[C:4]([N:8]2[C@@:12]3([CH2:17][CH2:16][N:15]([C:18]([O:20][CH2:21][C:22]4[CH:27]=[CH:26][CH:25]=[CH:24][CH:23]=4)=[O:19])[C@@H:14]([CH3:28])[CH2:13]3)[C:11]([O:29][CH3:36])=[CH:10][S:9]2(=[O:31])=[O:30])[CH:5]=[CH:6][CH:7]=1. The catalyst class is: 21. (4) Reactant: [Cl:1][C:2]1[C:3]([O:9][C:10]2[CH:15]=[C:14]([O:16][CH:17]([CH3:19])[CH3:18])[CH:13]=[CH:12][C:11]=2[CH2:20][CH2:21][CH2:22][OH:23])=[N:4][CH:5]=[C:6]([Cl:8])[CH:7]=1.O[C:25]1[C:30]([CH2:31][C:32]([O:34]C)=[O:33])=[CH:29][CH:28]=[CH:27][N:26]=1.C(P(CCCC)CCCC)CCC.N(C(N1CCCCC1)=O)=NC(N1CCCCC1)=O.O1CCCC1CO.[OH-].[Na+].Cl. Product: [Cl:1][C:2]1[C:3]([O:9][C:10]2[CH:15]=[C:14]([O:16][CH:17]([CH3:18])[CH3:19])[CH:13]=[CH:12][C:11]=2[CH2:20][CH2:21][CH2:22][O:23][C:25]2[C:30]([CH2:31][C:32]([OH:34])=[O:33])=[CH:29][CH:28]=[CH:27][N:26]=2)=[N:4][CH:5]=[C:6]([Cl:8])[CH:7]=1. The catalyst class is: 7. (5) Product: [C:35]([C:2]1[CH:3]=[C:4]([CH:25]=[CH:26][CH:27]=1)[O:5][C:6]1[S:10][C:9]([CH2:11][NH:12][C:13]([C:15]2[CH:16]=[C:17]3[C:22](=[CH:23][CH:24]=2)[N:21]=[CH:20][CH:19]=[CH:18]3)=[O:14])=[CH:8][CH:7]=1)#[N:36]. Reactant: Br[C:2]1[CH:3]=[C:4]([CH:25]=[CH:26][CH:27]=1)[O:5][C:6]1[S:10][C:9]([CH2:11][NH:12][C:13]([C:15]2[CH:16]=[C:17]3[C:22](=[CH:23][CH:24]=2)[N:21]=[CH:20][CH:19]=[CH:18]3)=[O:14])=[CH:8][CH:7]=1.C(OCC)(=O)C.O.[CH3:35][N:36](C)C=O. The catalyst class is: 267. (6) Reactant: [CH:1]1([C:4]2[CH:8]=[C:7]([CH:9]3[CH2:11][CH2:10]3)[N:6]([C:12]3[CH:17]=[CH:16][C:15]([N+:18]([O-:20])=[O:19])=[CH:14][C:13]=3[F:21])[N:5]=2)[CH2:3][CH2:2]1.[Cl:22]N1C(=O)CCC1=O. Product: [Cl:22][C:8]1[C:4]([CH:1]2[CH2:2][CH2:3]2)=[N:5][N:6]([C:12]2[CH:17]=[CH:16][C:15]([N+:18]([O-:20])=[O:19])=[CH:14][C:13]=2[F:21])[C:7]=1[CH:9]1[CH2:11][CH2:10]1. The catalyst class is: 3. (7) Reactant: N1C=CC=CC=1.[Cl:7][C:8]1[C:20]2[C:19]3[C:14](=[CH:15][CH:16]=[C:17]([NH:21][CH3:22])[CH:18]=3)[NH:13][C:12]=2[N:11]=[CH:10][CH:9]=1.[S:23]1[CH:27]=[CH:26][CH:25]=[C:24]1[S:28](Cl)(=[O:30])=[O:29]. Product: [Cl:7][C:8]1[C:20]2[C:19]3[C:14](=[CH:15][CH:16]=[C:17]([N:21]([CH3:22])[S:28]([C:24]4[S:23][CH:27]=[CH:26][CH:25]=4)(=[O:30])=[O:29])[CH:18]=3)[NH:13][C:12]=2[N:11]=[CH:10][CH:9]=1. The catalyst class is: 2. (8) Reactant: [Cl:1][C:2]1[CH:7]=[CH:6][N:5]([CH:8]([CH:10]([CH3:12])[CH3:11])[CH3:9])[C:4](=[O:13])[C:3]=1[CH:14]=[N:15]O.P(Cl)(Cl)(Cl)=O.C(=O)([O-])O.[Na+]. Product: [Cl:1][C:2]1[CH:7]=[CH:6][N:5]([CH:8]([CH:10]([CH3:11])[CH3:12])[CH3:9])[C:4](=[O:13])[C:3]=1[C:14]#[N:15]. The catalyst class is: 10. (9) Product: [Cl:1][C:2]1[C:7]([F:8])=[CH:6][N:5]=[C:4]2[N:9]([CH2:16][O:17][CH2:18][CH2:19][Si:20]([CH3:23])([CH3:22])[CH3:21])[CH:10]=[C:11]([I:12])[C:3]=12. The catalyst class is: 7. Reactant: [Cl:1][C:2]1[C:7]([F:8])=[CH:6][N:5]=[C:4]2[NH:9][CH:10]=[C:11]([I:12])[C:3]=12.[H-].[Na+].Cl[CH2:16][O:17][CH2:18][CH2:19][Si:20]([CH3:23])([CH3:22])[CH3:21]. (10) Reactant: C[O:2][C:3]([C:5]1[CH:13]=[CH:12][C:8]2[N:9]=[CH:10][S:11][C:7]=2[CH:6]=1)=O.[H-].[Al+3].[Li+].[H-].[H-].[H-].[OH-].[Na+]. Product: [S:11]1[C:7]2[CH:6]=[C:5]([CH2:3][OH:2])[CH:13]=[CH:12][C:8]=2[N:9]=[CH:10]1. The catalyst class is: 1.